This data is from Catalyst prediction with 721,799 reactions and 888 catalyst types from USPTO. The task is: Predict which catalyst facilitates the given reaction. (1) The catalyst class is: 8. Product: [CH3:1][O:2][C:3]1[CH:4]=[C:5]([C:11]([NH:14][C:15]2[C:16]3[N:17]([CH:23]=[CH:24][CH:25]=3)[N:18]=[CH:19][C:20]=2[C:21]([NH2:22])=[O:26])([CH3:13])[CH3:12])[CH:6]=[CH:7][C:8]=1[O:9][CH3:10]. Reactant: [CH3:1][O:2][C:3]1[CH:4]=[C:5]([C:11]([NH:14][C:15]2[C:16]3[N:17]([CH:23]=[CH:24][CH:25]=3)[N:18]=[CH:19][C:20]=2[C:21]#[N:22])([CH3:13])[CH3:12])[CH:6]=[CH:7][C:8]=1[O:9][CH3:10].[OH-:26].[NH4+].OO. (2) Reactant: O.[I-].[I:3][C:4]1[CH:5]=[C+:6][C:7]2[NH:8][C:9]3[C:14]([Se:15][C:16]=2[CH:17]=1)=[CH:13][C:12](I)=[CH:11][CH:10]=3.[I-].C(N([C:27]1[CH:28]=[CH:29][C:30]2[NH:31][C:32]3[C:37]([SeH+]C=2[CH:40]=1)=[CH:36][C:35](N(CCC)CCC)=[CH:34]C=3)CCC)CC.C(N(CC)CC)C.[CH2:55]([NH:60][CH2:61][CH2:62][CH2:63][CH2:64][CH3:65])[CH2:56][CH2:57][CH2:58][CH3:59]. Product: [I-:3].[CH2:61]([N:60]([C:4]1[CH:5]=[CH:6][C:7]2[NH:8][C:9]3[C:14]([SeH+:15][C:16]=2[CH:17]=1)=[CH:13][C:12]([N:31]([CH2:30][CH2:29][CH2:28][CH2:27][CH3:40])[CH2:32][CH2:37][CH2:36][CH2:35][CH3:34])=[CH:11][CH:10]=3)[CH2:55][CH2:56][CH2:57][CH2:58][CH3:59])[CH2:62][CH2:63][CH2:64][CH3:65]. The catalyst class is: 5. (3) Reactant: C([BH3-])#N.[Na+].[CH3:5][O:6][C:7]([C:9]1[CH:17]=[C:16]2[C:12]([CH:13]=[CH:14][NH:15]2)=[C:11]([O:18][CH3:19])[CH:10]=1)=[O:8].[OH-].[NH4+]. Product: [CH3:5][O:6][C:7]([C:9]1[CH:17]=[C:16]2[C:12]([CH2:13][CH2:14][NH:15]2)=[C:11]([O:18][CH3:19])[CH:10]=1)=[O:8]. The catalyst class is: 86. (4) Reactant: [Cl:1][C:2]1[N:6]2[CH:7]=[C:8]([CH:15]3[CH2:17][CH2:16]3)[CH:9]=[C:10]([C:11]([F:14])([F:13])[F:12])[C:5]2=[N:4][C:3]=1[C:18]([N:20]1[CH2:25][CH2:24][C@H:23]([N:26]2[CH2:30][CH2:29][CH2:28][C:27]2=[O:31])[C@H:22]([O:32][Si](C(C)(C)C)(C)C)[CH2:21]1)=[O:19].C1COCC1.CCCC[N+](CCCC)(CCCC)CCCC.[F-]. Product: [Cl:1][C:2]1[N:6]2[CH:7]=[C:8]([CH:15]3[CH2:17][CH2:16]3)[CH:9]=[C:10]([C:11]([F:14])([F:12])[F:13])[C:5]2=[N:4][C:3]=1[C:18]([N:20]1[CH2:25][CH2:24][C@H:23]([N:26]2[CH2:30][CH2:29][CH2:28][C:27]2=[O:31])[C@H:22]([OH:32])[CH2:21]1)=[O:19]. The catalyst class is: 1. (5) Reactant: [Cl:1][C:2]1[C:7]([CH2:8][NH:9][C:10]2[C:15]([F:16])=[C:14]([O:17][CH3:18])[CH:13]=[C:12]([O:19][CH3:20])[C:11]=2[F:21])=[CH:6][N:5]=[C:4]2[NH:22][CH:23]=[CH:24][C:3]=12.[H-].[Na+].[CH3:27][Si:28]([CH2:31][CH2:32][O:33][CH2:34]Cl)([CH3:30])[CH3:29]. Product: [Cl:1][C:2]1[C:7]([CH2:8][NH:9][C:10]2[C:15]([F:16])=[C:14]([O:17][CH3:18])[CH:13]=[C:12]([O:19][CH3:20])[C:11]=2[F:21])=[CH:6][N:5]=[C:4]2[N:22]([CH2:34][O:33][CH2:32][CH2:31][Si:28]([CH3:30])([CH3:29])[CH3:27])[CH:23]=[CH:24][C:3]=12. The catalyst class is: 39. (6) Reactant: CNCCNC.[CH2:7]([O:9][C:10]([C:12]1[NH:13][C:14]2[C:19]([CH:20]=1)=[CH:18][C:17]([C:21]1[CH:22]=[N:23][C:24]([O:27][CH:28]([CH3:30])[CH3:29])=[CH:25][CH:26]=1)=[CH:16][CH:15]=2)=[O:11])[CH3:8].Br[C:32]1[CH:37]=[CH:36][C:35]([O:38][CH:39]([CH3:41])[CH3:40])=[CH:34][CH:33]=1.[O-]P([O-])([O-])=O.[K+].[K+].[K+]. Product: [CH2:7]([O:9][C:10]([C:12]1[N:13]([C:32]2[CH:37]=[CH:36][C:35]([O:38][CH:39]([CH3:41])[CH3:40])=[CH:34][CH:33]=2)[C:14]2[C:19]([CH:20]=1)=[CH:18][C:17]([C:21]1[CH:22]=[N:23][C:24]([O:27][CH:28]([CH3:29])[CH3:30])=[CH:25][CH:26]=1)=[CH:16][CH:15]=2)=[O:11])[CH3:8]. The catalyst class is: 509.